Dataset: Full USPTO retrosynthesis dataset with 1.9M reactions from patents (1976-2016). Task: Predict the reactants needed to synthesize the given product. (1) The reactants are: Cl[C:2]1[N:10]=[C:9]2[C:5]([N:6]=[CH:7][N:8]2[CH2:11][CH:12]2[CH2:17][CH2:16][O:15][CH2:14][CH2:13]2)=[C:4]([NH2:18])[N:3]=1.CC(C)([O-])C.[Na+].[CH3:25][CH:26]([CH3:29])[CH2:27][OH:28]. Given the product [CH3:25][CH:26]([CH3:29])[CH2:27][O:28][C:2]1[N:10]=[C:9]2[C:5]([N:6]=[CH:7][N:8]2[CH2:11][CH:12]2[CH2:17][CH2:16][O:15][CH2:14][CH2:13]2)=[C:4]([NH2:18])[N:3]=1, predict the reactants needed to synthesize it. (2) Given the product [C:1]([C:3]1([C:9]2[CH:10]=[C:11]([CH:16]=[CH:17][CH:18]=2)[C:12]([OH:14])=[O:13])[CH2:8][CH2:7][CH2:6][CH2:5][CH2:4]1)#[N:2], predict the reactants needed to synthesize it. The reactants are: [C:1]([C:3]1([C:9]2[CH:10]=[C:11]([CH:16]=[CH:17][CH:18]=2)[C:12]([O:14]C)=[O:13])[CH2:8][CH2:7][CH2:6][CH2:5][CH2:4]1)#[N:2].[OH-].[Li+].O1CCCC1.CO. (3) Given the product [NH:6]1[C:7]2[CH:15]=[CH:14][CH:13]=[CH:12][C:8]=2[CH2:9][CH2:10][CH2:11][CH:5]1[CH2:4][NH2:1], predict the reactants needed to synthesize it. The reactants are: [N+:1](/[CH:4]=[C:5]1\[NH:6][C:7]2[CH:15]=[CH:14][CH:13]=[CH:12][C:8]=2[CH2:9][CH2:10][CH2:11]\1)([O-])=O.[H-].[Al+3].[Li+].[H-].[H-].[H-].O.